Dataset: Forward reaction prediction with 1.9M reactions from USPTO patents (1976-2016). Task: Predict the product of the given reaction. Given the reactants [CH:1]1([C:4]2[C:5]([O:23][CH2:24][C:25]([F:28])([F:27])[F:26])=[CH:6][C:7]([C:10]([NH:12][C:13]([CH3:22])([C:16]3[N:20]=[C:19]([CH3:21])[O:18][N:17]=3)[CH:14]=O)=[O:11])=[N:8][CH:9]=2)[CH2:3][CH2:2]1.Cl.[F:30][C:31]1([F:35])[CH2:34][NH:33][CH2:32]1.C(N(CC)CC)C.C(O[BH-](OC(=O)C)OC(=O)C)(=O)C.[Na+], predict the reaction product. The product is: [CH:1]1([C:4]2[C:5]([O:23][CH2:24][C:25]([F:26])([F:28])[F:27])=[CH:6][C:7]([C:10]([NH:12][C:13]([C:16]3[N:20]=[C:19]([CH3:21])[O:18][N:17]=3)([CH3:22])[CH2:14][N:33]3[CH2:34][C:31]([F:35])([F:30])[CH2:32]3)=[O:11])=[N:8][CH:9]=2)[CH2:3][CH2:2]1.